Dataset: Reaction yield outcomes from USPTO patents with 853,638 reactions. Task: Predict the reaction yield, written as a fraction of the theoretical maximum amount of product (1.0 means a 100% yield; for example, 0.34 means a 34% yield). (1) The reactants are C([N:5]([CH2:10]CCC)CCCC)CCC.[CH3:14][N:15]1[CH:19]=[C:18]([C:20]2[S:21][CH:22]=[C:23](/[CH:25]=[CH:26]/C(N=[N+]=[N-])=O)[N:24]=2)[CH:17]=[N:16]1.C1([O:38]C2C=CC=CC=2)C=CC=CC=1. No catalyst specified. The product is [CH3:14][N:15]1[CH:19]=[C:18]([C:20]2[S:21][C:22]3[C:10](=[O:38])[NH:5][CH:26]=[CH:25][C:23]=3[N:24]=2)[CH:17]=[N:16]1. The yield is 0.760. (2) The reactants are [Li+].[CH3:2][CH:3]([N-]C(C)C)[CH3:4].[CH2:9]([O:11][C:12](=[O:27])[CH2:13][N:14]([CH2:23][CH2:24][CH:25]=[CH2:26])[C@H:15]([C:17]1[CH:22]=[CH:21][CH:20]=[CH:19][CH:18]=1)[CH3:16])[CH3:10].C([Cu])#N.[Li+].[Cl-].C(Br)C=C. The catalyst is C1COCC1.CCOCC.[Zn+2].[Br-].[Br-]. The product is [CH2:9]([O:11][C:12]([C@@H:13]1[C@H:25]([CH2:26][CH2:4][CH:3]=[CH2:2])[CH2:24][CH2:23][N:14]1[C@H:15]([C:17]1[CH:18]=[CH:19][CH:20]=[CH:21][CH:22]=1)[CH3:16])=[O:27])[CH3:10]. The yield is 0.826. (3) The yield is 0.310. The product is [CH2:1]([O:3][C:4]([C:6]1[C:7]([C:14]2[CH:15]=[N:16][CH:17]=[N:18][CH:19]=2)=[N:8][N:9]([C:25]2[CH:26]=[CH:27][CH:28]=[C:23]([O:22][C:21]([F:20])([F:32])[F:33])[CH:24]=2)[C:10]=1[CH:11]1[CH2:13][CH2:12]1)=[O:5])[CH3:2]. No catalyst specified. The reactants are [CH2:1]([O:3][C:4]([C:6]1[C:7]([C:14]2[CH:15]=[N:16][CH:17]=[N:18][CH:19]=2)=[N:8][NH:9][C:10]=1[CH:11]1[CH2:13][CH2:12]1)=[O:5])[CH3:2].[F:20][C:21]([F:33])([F:32])[O:22][C:23]1[CH:24]=[C:25](B(O)O)[CH:26]=[CH:27][CH:28]=1. (4) The reactants are [F:1][C:2]1[CH:7]=[CH:6][C:5]([C:8]2[N:9]=[CH:10][O:11][C:12]=2[C:13](OCC)=[O:14])=[CH:4][CH:3]=1.[AlH4-].[Li+].[Cl-].[NH4+]. The catalyst is O1CCCC1. The product is [F:1][C:2]1[CH:3]=[CH:4][C:5]([C:8]2[N:9]=[CH:10][O:11][C:12]=2[CH2:13][OH:14])=[CH:6][CH:7]=1. The yield is 0.620. (5) The reactants are [CH3:1][O:2][CH2:3][C:4]([NH:6][C:7]1[CH:12]=[CH:11][CH:10]=[C:9]([C:13]2[C:21]3[C:16](=[CH:17][CH:18]=[C:19]([C:22]4[N:26]=[CH:25][N:24](C(C5C=CC=CC=5)(C5C=CC=CC=5)C5C=CC=CC=5)[N:23]=4)[CH:20]=3)[N:15](C3CCCCO3)[N:14]=2)[CH:8]=1)=[O:5]. The catalyst is O1CCOCC1.Cl. The product is [NH:24]1[CH:25]=[N:26][C:22]([C:19]2[CH:20]=[C:21]3[C:16](=[CH:17][CH:18]=2)[NH:15][N:14]=[C:13]3[C:9]2[CH:8]=[C:7]([NH:6][C:4](=[O:5])[CH2:3][O:2][CH3:1])[CH:12]=[CH:11][CH:10]=2)=[N:23]1. The yield is 0.460. (6) The reactants are [O:1]=[C:2]1[C:10]2[CH:9]=[CH:8][CH:7]=[C:6]([C:11]#[N:12])[C:5]=2[CH2:4][CH2:3]1.[BH4-].[Na+]. The catalyst is CCO. The product is [OH:1][CH:2]1[C:10]2[CH:9]=[CH:8][CH:7]=[C:6]([C:11]#[N:12])[C:5]=2[CH2:4][CH2:3]1. The yield is 0.820.